Task: Binary Classification. Given a miRNA mature sequence and a target amino acid sequence, predict their likelihood of interaction.. Dataset: Experimentally validated miRNA-target interactions with 360,000+ pairs, plus equal number of negative samples (1) Result: 0 (no interaction). The miRNA is hsa-miR-765 with sequence UGGAGGAGAAGGAAGGUGAUG. The protein sequence of the target gene is MADDDPYGTGQMFHLNTALTHSIFNAELYSPEIPLSTDGPYLQILEQPKQRGFRFRYVCEGPSHGGLPGASSEKNKKSYPQVKICNYVGPAKVIVQLVTNGKNIHLHAHSLVGKHCEDGVCTVTAGPKDMVVGFANLGILHVTKKKVFETLEARMTEACIRGYNPGLLVHSDLAYLQAEGGGDRQLTDREKEIIRQAAVQQTKEMDLSVVRLMFTAFLPDSTGSFTRRLEPVVSDAIYDSKAPNASNLKIVRMDRTAGCVTGGEEIYLLCDKVQKDDIQIRFYEEEENGGVWEGFGDFSP.... (2) The miRNA is rno-miR-18a-5p with sequence UAAGGUGCAUCUAGUGCAGAUAG. The protein sequence of the target gene is MATGGGAEEERKRGRPQLLPPARPAARGEEADGGREKMGWAQVVKNLAEKKGEFREPRPPRREEESGGGGGSAGLGGPAGLAAPDLGDFPPAGRGDPKGRRRDPAGEAVDPRKKKGAAEAGRRKKAEAAAAAMATPARPGEAEDAAERPLQDEPAAAAGPGKGRFLVRICFQGDEGACPTRDFVVGALILRSIGMDPSDIYAVIQIPGSREFDVSFRSAEKLALFLRVYEEKREQEDCWENFVVLGRSKSSLKTLFILFRNETVDVEDIVTWLKRHCDVLAVPVKVTDRFGIWTGEYKCE.... Result: 0 (no interaction). (3) The miRNA is hsa-miR-640 with sequence AUGAUCCAGGAACCUGCCUCU. The protein sequence of the target gene is MTTRQATKDPLLRGVSPTPSKIPVRSQKRTPFPTVTSCAVDQENQDPRRWVQKPPLNIQRPLVDSAGPRPKARHQAETSQRLVGISQPRNPLEELRPSPRGQNVGPGPPAQTEAPGTIEFVADPAALATILSGEGVKSCHLGRQPSLAKRVLVRGSQGGTTQRVQGVRASAYLAPRTPTHRLDPARASCFSRLEGPGPRGRTLCPQRLQALISPSGPSFHPSTRPSFQELRRETAGSSRTSVSQASGLLLETPVQPAFSLPKGEREVVTHSDEGGVASLGLAQRVPLRENREMSHTRDSH.... Result: 0 (no interaction).